From a dataset of Full USPTO retrosynthesis dataset with 1.9M reactions from patents (1976-2016). Predict the reactants needed to synthesize the given product. (1) Given the product [CH:10]1[C:11]2[CH:12]([CH2:14][O:15][C:16]([NH:18][C@H:19]([CH2:49][CH2:50][CH2:51][O:52][C:53](=[O:55])[CH3:54])[C:20]([O:22][C@H:23]([C:34]3[CH:39]=[CH:38][C:37]([O:40][CH:41]([F:43])[F:42])=[C:36]([O:44][CH2:45][CH:46]4[CH2:47][CH2:48]4)[CH:35]=3)[CH2:24][C:25]3[C:26]([Cl:33])=[CH:27][N+:28]([O-:32])=[CH:29][C:30]=3[Cl:31])=[O:21])=[O:17])[C:13]3[C:5](=[CH:4][CH:3]=[CH:2][CH:1]=3)[C:6]=2[CH:7]=[CH:8][CH:9]=1, predict the reactants needed to synthesize it. The reactants are: [CH:1]1[C:13]2[CH:12]([CH2:14][O:15][C:16]([NH:18][C@H:19]([CH2:49][CH2:50][CH2:51][OH:52])[C:20]([O:22][C@H:23]([C:34]3[CH:39]=[CH:38][C:37]([O:40][CH:41]([F:43])[F:42])=[C:36]([O:44][CH2:45][CH:46]4[CH2:48][CH2:47]4)[CH:35]=3)[CH2:24][C:25]3[C:30]([Cl:31])=[CH:29][N+:28]([O-:32])=[CH:27][C:26]=3[Cl:33])=[O:21])=[O:17])[C:11]3[C:6](=[CH:7][CH:8]=[CH:9][CH:10]=3)[C:5]=2[CH:4]=[CH:3][CH:2]=1.[C:53](Cl)(=[O:55])[CH3:54]. (2) The reactants are: [Cl:1][C:2]1[CH:3]=[C:4]([N+:12]([O-:14])=[O:13])[C:5]([CH3:11])=[C:6]([CH:10]=1)[C:7]([OH:9])=[O:8].[CH3:15]N(C=O)C.IC.C(=O)([O-])[O-].[Na+].[Na+]. Given the product [Cl:1][C:2]1[CH:3]=[C:4]([N+:12]([O-:14])=[O:13])[C:5]([CH3:11])=[C:6]([CH:10]=1)[C:7]([O:9][CH3:15])=[O:8], predict the reactants needed to synthesize it.